Dataset: Full USPTO retrosynthesis dataset with 1.9M reactions from patents (1976-2016). Task: Predict the reactants needed to synthesize the given product. (1) Given the product [Br:15][C:16]1[CH:21]=[CH:20][C:19]([NH:22][CH2:32][C:31]2[CH:34]=[CH:35][C:36]([O:37][CH3:38])=[C:29]([O:28][CH:23]3[CH2:27][CH2:26][CH2:25][CH2:24]3)[CH:30]=2)=[CH:18][CH:17]=1, predict the reactants needed to synthesize it. The reactants are: O([BH-](OC(C)=O)OC(C)=O)C(C)=O.[Na+].[Br:15][C:16]1[CH:21]=[CH:20][C:19]([NH2:22])=[CH:18][CH:17]=1.[CH:23]1([O:28][C:29]2[CH:30]=[C:31]([CH:34]=[CH:35][C:36]=2[O:37][CH3:38])[CH:32]=O)[CH2:27][CH2:26][CH2:25][CH2:24]1.ClCCCl. (2) The reactants are: C(OC([N:8]1[C:17]2[C:12](=[N:13][C:14]([O:18][CH3:19])=[CH:15][CH:16]=2)[C@@H:11]([NH:20][C:21]2[N:26]=[C:25]([CH2:27][C:28]3[CH:33]=[C:32]([C:34]([F:37])([F:36])[F:35])[CH:31]=[C:30]([C:38]([F:41])([F:40])[F:39])[CH:29]=3)[C:24]([N:42]3[CH2:47][CH2:46][CH:45]([C:48]([O:50][CH2:51][CH3:52])=[O:49])[CH2:44][CH2:43]3)=[CH:23][N:22]=2)[CH2:10][C@H:9]1[CH2:53][CH3:54])=O)(C)(C)C.Cl.C(=O)([O-])O.[Na+]. Given the product [F:36][C:34]([F:35])([F:37])[C:32]1[CH:33]=[C:28]([CH:29]=[C:30]([C:38]([F:41])([F:40])[F:39])[CH:31]=1)[CH2:27][C:25]1[C:24]([N:42]2[CH2:47][CH2:46][CH:45]([C:48]([O:50][CH2:51][CH3:52])=[O:49])[CH2:44][CH2:43]2)=[CH:23][N:22]=[C:21]([NH:20][C@@H:11]2[C:12]3[C:17](=[CH:16][CH:15]=[C:14]([O:18][CH3:19])[N:13]=3)[NH:8][C@H:9]([CH2:53][CH3:54])[CH2:10]2)[N:26]=1, predict the reactants needed to synthesize it. (3) Given the product [F:16][C:13]1[CH:14]=[CH:15][C:8]2[S:1][C:2]([C:3]([O:5][CH3:6])=[O:4])=[CH:10][C:9]=2[CH:12]=1, predict the reactants needed to synthesize it. The reactants are: [SH:1][CH2:2][C:3]([O:5][CH3:6])=[O:4].F[C:8]1[CH:15]=[CH:14][C:13]([F:16])=[CH:12][C:9]=1[CH:10]=O.C(OCC)(=O)C. (4) Given the product [C:1]([O:5][C:6]([NH:8][C:9]1[CH:10]=[CH:11][C:12]([N:15]2[CH2:20][CH2:19][C:18]3=[C:21]([C:24]([NH2:29])=[O:26])[NH:22][N:23]=[C:17]3[CH2:16]2)=[N:13][CH:14]=1)=[O:7])([CH3:3])([CH3:4])[CH3:2], predict the reactants needed to synthesize it. The reactants are: [C:1]([O:5][C:6]([NH:8][C:9]1[CH:10]=[CH:11][C:12]([N:15]2[CH2:20][CH2:19][C:18]3=[C:21]([C:24]([O:26]CC)=O)[NH:22][N:23]=[C:17]3[CH2:16]2)=[N:13][CH:14]=1)=[O:7])([CH3:4])([CH3:3])[CH3:2].[NH3:29]. (5) Given the product [CH2:9]([C:2]1[S:6][C:5]([CH:7]=[O:8])=[CH:4][CH:3]=1)[CH2:10][CH3:11], predict the reactants needed to synthesize it. The reactants are: Br[C:2]1[S:6][C:5]([CH:7]=[O:8])=[CH:4][CH:3]=1.[CH2:9](B(O)O)[CH2:10][CH3:11]. (6) The reactants are: C(OC([N:8]1[CH2:12][C@H:11]([CH2:13][C:14]2[CH:19]=[CH:18][CH:17]=[CH:16][CH:15]=2)[C@@H:10]([CH2:20][N:21]([CH2:29][C:30]2[CH:35]=[CH:34][CH:33]=[C:32]([CH2:36][NH:37][C:38](=[O:40])[CH3:39])[CH:31]=2)[C:22]2[CH:27]=[CH:26][C:25]([Cl:28])=[CH:24][CH:23]=2)[CH2:9]1)=O)(C)(C)C.Cl.O1CCOCC1.C([O-])(O)=O.[Na+]. Given the product [CH2:13]([C@H:11]1[CH2:12][NH:8][CH2:9][C@@H:10]1[CH2:20][N:21]([CH2:29][C:30]1[CH:31]=[C:32]([CH:33]=[CH:34][CH:35]=1)[CH2:36][NH:37][C:38](=[O:40])[CH3:39])[C:22]1[CH:27]=[CH:26][C:25]([Cl:28])=[CH:24][CH:23]=1)[C:14]1[CH:19]=[CH:18][CH:17]=[CH:16][CH:15]=1, predict the reactants needed to synthesize it. (7) Given the product [F:1][C:2]1[CH:3]=[C:4]([CH:29]=[CH:30][C:31]=1[F:32])[O:5][C:6]1[N:11]=[C:10]([O:12][CH3:13])[C:9]([C:38]2[CH:39]=[CH:40][C:35]([C:34]([F:45])([F:44])[F:33])=[CH:36][CH:37]=2)=[C:8]([C:21]2[CH:26]=[CH:25][C:24]([Cl:27])=[CH:23][C:22]=2[Cl:28])[N:7]=1, predict the reactants needed to synthesize it. The reactants are: [F:1][C:2]1[CH:3]=[C:4]([CH:29]=[CH:30][C:31]=1[F:32])[O:5][C:6]1[N:11]=[C:10]([O:12][CH3:13])[C:9](S(C(F)(F)F)(=O)=O)=[C:8]([C:21]2[CH:26]=[CH:25][C:24]([Cl:27])=[CH:23][C:22]=2[Cl:28])[N:7]=1.[F:33][C:34]([F:45])([F:44])[C:35]1[CH:40]=[CH:39][C:38](B(O)O)=[CH:37][CH:36]=1. (8) Given the product [C:1]([OH:8])(=[O:7])/[CH:2]=[CH:3]/[C:4]([OH:6])=[O:5].[S:9]1[CH:13]=[CH:12][C:11]2[C:14]([N:18]3[CH2:19][CH2:20][N:21]([CH2:24][CH2:25][CH2:26][CH2:27][O:28][C:29]4[CH:38]=[C:37]5[C:32]([CH:33]=[CH:34][C:35](=[O:39])[NH:36]5)=[CH:31][CH:30]=4)[CH2:22][CH2:23]3)=[CH:15][CH:16]=[CH:17][C:10]1=2, predict the reactants needed to synthesize it. The reactants are: [C:1]([OH:8])(=[O:7])/[CH:2]=[CH:3]/[C:4]([OH:6])=[O:5].[S:9]1[CH:13]=[CH:12][C:11]2[C:14]([N:18]3[CH2:23][CH2:22][N:21]([CH2:24][CH2:25][CH2:26][CH2:27][O:28][C:29]4[CH:38]=[C:37]5[C:32]([CH:33]=[CH:34][C:35](=[O:39])[NH:36]5)=[CH:31][CH:30]=4)[CH2:20][CH2:19]3)=[CH:15][CH:16]=[CH:17][C:10]1=2. (9) Given the product [N:1]1([CH2:8][CH2:9][CH2:10][CH2:11][NH2:12])[CH2:6][CH2:5][CH2:4][CH2:3][CH2:2]1, predict the reactants needed to synthesize it. The reactants are: [NH:1]1[CH2:6][CH2:5][CH2:4][CH2:3][CH2:2]1.Br[CH2:8][CH2:9][CH2:10][CH2:11][N:12]1C(=O)C2C(=CC=CC=2)C1=O.C(N(CC)CC)C.O.NN. (10) Given the product [Br:11][C:4]1[CH:5]=[C:6]([CH:9]=[CH:10][C:3]=1[O:2][CH3:1])[CH:7]=[O:8], predict the reactants needed to synthesize it. The reactants are: [CH3:1][O:2][C:3]1[CH:10]=[CH:9][C:6]([CH:7]=[O:8])=[CH:5][CH:4]=1.[Br:11]Br.